From a dataset of Catalyst prediction with 721,799 reactions and 888 catalyst types from USPTO. Predict which catalyst facilitates the given reaction. (1) Reactant: [F-].C([N+](CCCC)(CCCC)CCCC)CCC.[Si]([O:36][CH2:37][CH2:38][O:39][CH2:40][C@H:41]([O:52][C:53]1[N:58]=[CH:57][N:56]=[C:55]2[N:59]([C:62]3[C:67]([Cl:68])=[CH:66][CH:65]=[CH:64][C:63]=3[Cl:69])[N:60]=[CH:61][C:54]=12)[C:42]([NH:44][C:45]1[CH:50]=[CH:49][C:48]([F:51])=[CH:47][N:46]=1)=[O:43])(C(C)(C)C)(C1C=CC=CC=1)C1C=CC=CC=1. Product: [Cl:68][C:67]1[CH:66]=[CH:65][CH:64]=[C:63]([Cl:69])[C:62]=1[N:59]1[C:55]2[N:56]=[CH:57][N:58]=[C:53]([O:52][C@@H:41]([CH2:40][O:39][CH2:38][CH2:37][OH:36])[C:42]([NH:44][C:45]3[CH:50]=[CH:49][C:48]([F:51])=[CH:47][N:46]=3)=[O:43])[C:54]=2[CH:61]=[N:60]1. The catalyst class is: 1. (2) Reactant: [OH:1][C:2]1[CH:3]=[C:4]2[C:8](=[CH:9][CH:10]=1)[NH:7][C:6]([CH:11]1[CH2:13][CH:12]1[C:14]([O:16][CH2:17][CH3:18])=[O:15])=[CH:5]2.[CH2:28](P([CH2:28][CH2:29][CH2:30][CH3:31])[CH2:28][CH2:29][CH2:30][CH3:31])[CH2:29][CH2:30][CH3:31].[N:33]([C:34]([N:36]1CC[CH2:39][CH2:38][CH2:37]1)=O)=[N:33][C:34]([N:36]1CC[CH2:39][CH2:38][CH2:37]1)=O. Product: [N:33]1[CH:28]=[CH:29][CH:30]=[CH:31][C:34]=1[NH:36][CH2:37][CH2:38][CH2:39][O:1][C:2]1[CH:3]=[C:4]2[C:8](=[CH:9][CH:10]=1)[NH:7][C:6]([CH:11]1[CH2:13][CH:12]1[C:14]([O:16][CH2:17][CH3:18])=[O:15])=[CH:5]2. The catalyst class is: 7.